From a dataset of Full USPTO retrosynthesis dataset with 1.9M reactions from patents (1976-2016). Predict the reactants needed to synthesize the given product. (1) Given the product [NH2:20][C:5]1[C:6]2[C:11](=[CH:10][C:9]([C:12]([N:14]3[CH2:17][C:16]([F:19])([F:18])[CH2:15]3)=[O:13])=[CH:8][CH:7]=2)[C:2]([C:30]2[CH:31]=[CH:32][C:27]([C:25]3[N:24]=[C:23]([CH3:42])[N:22]([CH3:21])[CH:26]=3)=[CH:28][CH:29]=2)=[CH:3][N:4]=1, predict the reactants needed to synthesize it. The reactants are: Cl[C:2]1[C:11]2[C:6](=[CH:7][CH:8]=[C:9]([C:12]([N:14]3[CH2:17][C:16]([F:19])([F:18])[CH2:15]3)=[O:13])[CH:10]=2)[C:5]([NH2:20])=[N:4][CH:3]=1.[CH3:21][N:22]1[CH:26]=[C:25]([C:27]2[CH:32]=[CH:31][C:30](B3OC(C)(C)C(C)(C)O3)=[CH:29][CH:28]=2)[N:24]=[C:23]1[CH3:42].CC([O-])=O.[K+].CN(C)C=O. (2) Given the product [CH2:1]([O:8][C:9]1[CH:14]=[CH:13][C:12]([C:15]2[NH:29][C:18]3=[N:19][C:20]([N:23]4[CH2:24][CH2:25][N:26]([S:40]([CH3:39])(=[O:42])=[O:41])[CH2:27][CH2:28]4)=[CH:21][CH:22]=[C:17]3[N:16]=2)=[CH:11][CH:10]=1)[C:2]1[CH:3]=[CH:4][CH:5]=[CH:6][CH:7]=1, predict the reactants needed to synthesize it. The reactants are: [CH2:1]([O:8][C:9]1[CH:14]=[CH:13][C:12]([C:15]2[NH:29][C:18]3=[N:19][C:20]([N:23]4[CH2:28][CH2:27][NH:26][CH2:25][CH2:24]4)=[CH:21][CH:22]=[C:17]3[N:16]=2)=[CH:11][CH:10]=1)[C:2]1[CH:7]=[CH:6][CH:5]=[CH:4][CH:3]=1.CCN(C(C)C)C(C)C.[CH3:39][S:40](Cl)(=[O:42])=[O:41].O. (3) Given the product [Cl:1][C:2]1[CH:18]=[CH:17][C:5]([O:6][C:7]2[CH:14]=[CH:13][C:12]([CH2:15][O:16][C:21]3[CH:31]=[C:25]4[N:26]([CH3:30])[CH2:27][CH2:28][CH2:29][N:24]4[C:23](=[O:32])[N:22]=3)=[CH:11][C:8]=2[C:9]#[N:10])=[CH:4][C:3]=1[F:19], predict the reactants needed to synthesize it. The reactants are: [Cl:1][C:2]1[CH:18]=[CH:17][C:5]([O:6][C:7]2[CH:14]=[CH:13][C:12]([CH2:15][OH:16])=[CH:11][C:8]=2[C:9]#[N:10])=[CH:4][C:3]=1[F:19].Cl[C:21]1[CH:31]=[C:25]2[N:26]([CH3:30])[CH2:27][CH2:28][CH2:29][N:24]2[C:23](=[O:32])[N:22]=1. (4) Given the product [CH2:1]([C@H:3]1[N:12]([CH:13]([CH3:15])[CH3:14])[C:11]2[N:10]=[C:9]([NH:16][C:17]3[CH:18]=[CH:19][C:20]([C:26]([NH:36][CH:40]4[CH2:39][CH2:44][N:56]([CH3:53])[CH2:42][CH2:41]4)=[O:27])=[C:21]4[C:25]=3[O:24][CH2:23][CH2:22]4)[N:8]=[CH:7][C:6]=2[N:5]([CH3:29])[C:4]1=[O:30])[CH3:2], predict the reactants needed to synthesize it. The reactants are: [CH2:1]([C@H:3]1[N:12]([CH:13]([CH3:15])[CH3:14])[C:11]2[N:10]=[C:9]([NH:16][C:17]3[CH:18]=[CH:19][C:20]([C:26](O)=[O:27])=[C:21]4[C:25]=3[O:24][CH2:23][CH2:22]4)[N:8]=[CH:7][C:6]=2[N:5]([CH3:29])[C:4]1=[O:30])[CH3:2].F[B-](F)(F)F.[N:36]1(OC(N(C)C)=[N+](C)C)[C:40]2[CH:41]=[CH:42]C=[CH:44][C:39]=2N=N1.[CH:53]([N:56](C(C)C)CC)(C)C.